This data is from Full USPTO retrosynthesis dataset with 1.9M reactions from patents (1976-2016). The task is: Predict the reactants needed to synthesize the given product. (1) Given the product [O:21]=[C:15]1[CH:14]([N:7]2[C:6](=[O:22])[C:5]3[C:9](=[CH:10][CH:11]=[CH:12][C:4]=3[CH2:3][NH:2][C:53](=[O:54])[CH2:52][C:47]3[CH:48]=[CH:49][C:50]([CH3:51])=[C:45]([F:44])[CH:46]=3)[C:8]2=[O:13])[CH2:19][CH2:18][C:17](=[O:20])[NH:16]1, predict the reactants needed to synthesize it. The reactants are: Cl.[NH2:2][CH2:3][C:4]1[CH:12]=[CH:11][CH:10]=[C:9]2[C:5]=1[C:6](=[O:22])[N:7]([CH:14]1[CH2:19][CH2:18][C:17](=[O:20])[NH:16][C:15]1=[O:21])[C:8]2=[O:13].N12CCCN=C1CCCCC2.ON1C2C=CC=CC=2N=N1.[F:44][C:45]1[CH:46]=[C:47]([CH2:52][C:53](O)=[O:54])[CH:48]=[CH:49][C:50]=1[CH3:51].Cl.CN(C)CCCN=C=NCC. (2) Given the product [CH2:1]([O:3][C:4](=[O:18])[CH2:5][O:6][C:7]1[C:8]2[CH2:17][CH2:34][CH2:25][CH2:26][C:9]=2[C:10]([S:13]([Cl:16])(=[O:14])=[O:15])=[CH:11][CH:12]=1)[CH3:2], predict the reactants needed to synthesize it. The reactants are: [CH2:1]([O:3][C:4](=[O:18])[CH2:5][O:6][C:7]1[CH:12]=[CH:11][C:10]([S:13]([Cl:16])(=[O:15])=[O:14])=[CH:9][C:8]=1[CH3:17])[CH3:2].C(OC(=O)CO[C:25]1[C:34]2CCCCC=2C=C[CH:26]=1)C. (3) Given the product [C:44]([CH2:43][O:1][C:2]1[CH:7]=[CH:6][CH:5]=[CH:4][C:3]=1[C:8]1[C:17]2[C:12](=[CH:13][C:14]([S:18]([N:21]([CH2:27][C:28]3[CH:29]=[CH:30][C:31]([O:34][CH3:35])=[CH:32][CH:33]=3)[C:22]3[S:23][CH:24]=[CH:25][N:26]=3)(=[O:20])=[O:19])=[CH:15][CH:16]=2)[CH:11]=[CH:10][N:9]=1)#[N:45], predict the reactants needed to synthesize it. The reactants are: [OH:1][C:2]1[CH:7]=[CH:6][CH:5]=[CH:4][C:3]=1[C:8]1[C:17]2[C:12](=[CH:13][C:14]([S:18]([N:21]([CH2:27][C:28]3[CH:33]=[CH:32][C:31]([O:34][CH3:35])=[CH:30][CH:29]=3)[C:22]3[S:23][CH:24]=[CH:25][N:26]=3)(=[O:20])=[O:19])=[CH:15][CH:16]=2)[CH:11]=[CH:10][N:9]=1.C([O-])([O-])=O.[Cs+].[Cs+].Br[CH2:43][C:44]#[N:45]. (4) Given the product [Br:22][C:17]1[C:16]2[C:11](=[CH:12][CH:13]=[C:14]([O:33][CH3:34])[CH:15]=2)[C:10](=[O:19])[N:9]([C:6]2[CH:5]=[CH:4][C:3]([C:2]([F:1])([F:20])[F:21])=[CH:8][CH:7]=2)[CH:18]=1, predict the reactants needed to synthesize it. The reactants are: [F:1][C:2]([F:21])([F:20])[C:3]1[CH:8]=[CH:7][C:6]([N:9]2[CH:18]=[CH:17][C:16]3[C:11](=[CH:12][CH:13]=[CH:14][CH:15]=3)[C:10]2=[O:19])=[CH:5][CH:4]=1.[Br:22]N1C(=O)CCC1=O.C1[CH2:34][O:33]CC1. (5) The reactants are: [Cl:1][C:2]1[C:7]([N+:8]([O-:10])=[O:9])=[CH:6][CH:5]=[C:4]([Cl:11])[N:3]=1.[C:12]([O-:15])([O-])=[O:13].[K+].[K+]. Given the product [Cl:11][C:4]1[CH:5]=[CH:6][C:7]([N+:8]([O-:10])=[O:9])=[C:2]([O:13][CH3:12])[N:3]=1.[Cl:1][C:2]1[C:7]([N+:8]([O-:10])=[O:9])=[CH:6][CH:5]=[C:4]([O:15][CH3:12])[N:3]=1, predict the reactants needed to synthesize it. (6) Given the product [NH2:31][C:29]1[N:30]=[C:25]([CH2:24][CH2:23][O:22][C:21]2[CH:20]=[CH:19][C:18]([NH:17][C:15]([C:10]3[CH2:11][CH2:12][CH2:13][CH2:14][C:9]=3[C:6]3[CH:5]=[CH:4][C:3]([C:2]([F:42])([F:1])[F:41])=[CH:8][CH:7]=3)=[O:16])=[CH:40][CH:39]=2)[CH:26]=[CH:27][CH:28]=1, predict the reactants needed to synthesize it. The reactants are: [F:1][C:2]([F:42])([F:41])[C:3]1[CH:8]=[CH:7][C:6]([C:9]2[CH2:14][CH2:13][CH2:12][CH2:11][C:10]=2[C:15]([NH:17][C:18]2[CH:40]=[CH:39][C:21]([O:22][CH2:23][CH2:24][C:25]3[N:30]=[C:29]([NH:31]C(=O)OC(C)(C)C)[CH:28]=[CH:27][CH:26]=3)=[CH:20][CH:19]=2)=[O:16])=[CH:5][CH:4]=1.FC(F)(F)C(O)=O. (7) Given the product [F:30][C:24]1[CH:25]=[C:26]([F:29])[CH:27]=[CH:28][C:23]=1[C:15]([OH:22])([CH2:16][N:17]1[CH:21]=[N:20][N:19]=[N:18]1)[C:14]([C:11]1[N:12]=[CH:13][C:8]([O:7][CH2:6][C:5]2[CH:4]=[CH:3][C:2]([C:42]#[N:43])=[CH:34][CH:33]=2)=[CH:9][CH:10]=1)([F:32])[F:31], predict the reactants needed to synthesize it. The reactants are: Cl[C:2]1[CH:34]=[CH:33][C:5]([CH2:6][O:7][C:8]2[CH:9]=[CH:10][C:11]([C:14]([F:32])([F:31])[C:15]([C:23]3[CH:28]=[CH:27][C:26]([F:29])=[CH:25][C:24]=3[F:30])([OH:22])[CH2:16][N:17]3[CH:21]=[N:20][N:19]=[N:18]3)=[N:12][CH:13]=2)=[C:4](F)[CH:3]=1.BrCC1C=CC([C:42]#[N:43])=CC=1. (8) Given the product [Br:1][C:2]1[N:6]2[N:7]=[C:8]([NH:26][CH2:25][CH2:24][O:23][C:19]([CH3:22])([CH3:21])[CH3:20])[CH:9]=[CH:10][C:5]2=[N:4][CH:3]=1, predict the reactants needed to synthesize it. The reactants are: [Br:1][C:2]1[N:6]2[N:7]=[C:8](F)[CH:9]=[CH:10][C:5]2=[N:4][CH:3]=1.C(N(CC)CC)C.[C:19]([O:23][CH2:24][CH2:25][NH2:26])([CH3:22])([CH3:21])[CH3:20].